This data is from Reaction yield outcomes from USPTO patents with 853,638 reactions. The task is: Predict the reaction yield, written as a fraction of the theoretical maximum amount of product (1.0 means a 100% yield; for example, 0.34 means a 34% yield). (1) The reactants are [CH3:1][S:2][C:3]1[CH:11]=[CH:10][C:6]([C:7]([OH:9])=O)=[CH:5][CH:4]=1.C1N=CN(C(N2C=NC=C2)=O)C=1.Cl.[NH2:25][CH2:26][C:27]1[CH:28]=[C:29]2[C:33](=[CH:34][CH:35]=1)[C:32](=[O:36])[N:31]([C:37]1([CH3:45])[CH2:42][CH2:41][C:40](=[O:43])[NH:39][C:38]1=[O:44])[C:30]2=[O:46].CCOC(C)=O. The catalyst is CN(C)C=O. The product is [CH3:45][C:37]1([N:31]2[C:30](=[O:46])[C:29]3[C:33](=[CH:34][CH:35]=[C:27]([CH2:26][NH:25][C:7](=[O:9])[C:6]4[CH:5]=[CH:4][C:3]([S:2][CH3:1])=[CH:11][CH:10]=4)[CH:28]=3)[C:32]2=[O:36])[CH2:42][CH2:41][C:40](=[O:43])[NH:39][C:38]1=[O:44]. The yield is 0.260. (2) The reactants are [F:1][C:2]1[CH:32]=[C:31]([N+:33]([O-:35])=[O:34])[CH:30]=[CH:29][C:3]=1[O:4][C:5]1[CH:10]=[CH:9][N:8]=[C:7]2[CH:11]=[C:12]([C:14]3[N:19]=[CH:18][C:17]([CH2:20][NH:21][CH2:22][CH2:23][O:24][CH2:25][CH2:26][O:27][CH3:28])=[CH:16][CH:15]=3)[S:13][C:6]=12.C(N(CC)CC)C.[CH3:43][C:44]([O:47][C:48](O[C:48]([O:47][C:44]([CH3:46])([CH3:45])[CH3:43])=[O:49])=[O:49])([CH3:46])[CH3:45]. The catalyst is ClCCl.CN(C1C=CN=CC=1)C. The product is [F:1][C:2]1[CH:32]=[C:31]([N+:33]([O-:35])=[O:34])[CH:30]=[CH:29][C:3]=1[O:4][C:5]1[CH:10]=[CH:9][N:8]=[C:7]2[CH:11]=[C:12]([C:14]3[N:19]=[CH:18][C:17]([CH2:20][N:21]([CH2:22][CH2:23][O:24][CH2:25][CH2:26][O:27][CH3:28])[C:48](=[O:49])[O:47][C:44]([CH3:46])([CH3:45])[CH3:43])=[CH:16][CH:15]=3)[S:13][C:6]=12. The yield is 0.600.